This data is from Forward reaction prediction with 1.9M reactions from USPTO patents (1976-2016). The task is: Predict the product of the given reaction. (1) Given the reactants [Cl:1][C:2]1[CH:7]=[C:6]2[NH:8][C:9](=[O:45])[C:10]3([CH:15]([C:16]4[CH:21]=[C:20]([Cl:22])[CH:19]=[CH:18][C:17]=4[O:23][C:24]([CH2:34][CH3:35])([C:27]([NH:29][S:30]([CH3:33])(=[O:32])=[O:31])=[O:28])[CH2:25][CH3:26])[CH2:14][C:13](=[O:36])[NH:12][CH:11]3[C:37]3[CH:42]=[C:41]([F:43])[CH:40]=[CH:39][C:38]=3[CH3:44])[C:5]2=[CH:4][CH:3]=1.[C:46](Cl)(=[O:51])[O:47][CH2:48][CH2:49][CH3:50], predict the reaction product. The product is: [Cl:1][C:2]1[CH:7]=[C:6]2[N:8]([C:46]([O:47][CH2:48][CH2:49][CH3:50])=[O:51])[C:9](=[O:45])[C:10]3([CH:15]([C:16]4[CH:21]=[C:20]([Cl:22])[CH:19]=[CH:18][C:17]=4[O:23][C:24]([CH2:34][CH3:35])([C:27]([NH:29][S:30]([CH3:33])(=[O:32])=[O:31])=[O:28])[CH2:25][CH3:26])[CH2:14][C:13](=[O:36])[NH:12][CH:11]3[C:37]3[CH:42]=[C:41]([F:43])[CH:40]=[CH:39][C:38]=3[CH3:44])[C:5]2=[CH:4][CH:3]=1. (2) The product is: [CH3:21][C:22]1[O:20][C:3]2[CH:4]=[CH:5][C:6]3[NH:7][C:8]([CH2:14][C:15]([O:17][CH2:18][CH3:19])=[O:16])=[N:9][S:10](=[O:13])(=[O:12])[C:11]=3[C:2]=2[N:1]=1. Given the reactants [NH2:1][C:2]1[C:11]2[S:10](=[O:13])(=[O:12])[N:9]=[C:8]([CH2:14][C:15]([O:17][CH2:18][CH3:19])=[O:16])[NH:7][C:6]=2[CH:5]=[CH:4][C:3]=1[OH:20].[CH3:21][C:22](C)(C)C([O-])([O-])[O-], predict the reaction product. (3) Given the reactants C([O:8][C:9]1[CH:40]=[CH:39][C:12]2[NH:13][C:14]([C:19]3[C:20](=[O:38])[C:21]([CH2:34][CH2:35][CH2:36][CH3:37])([CH2:30][CH2:31][CH2:32][CH3:33])[C:22]4[C:27]([C:28]=3[OH:29])=[CH:26][CH:25]=[CH:24][CH:23]=4)=[N:15][S:16](=[O:18])(=[O:17])[C:11]=2[CH:10]=1)C1C=CC=CC=1.C(OC1C=CC2NC(C3C(=O)C(CCC)(CCC)C4C(C=3O)=CC=CC=4)=NS(=O)(=O)C=2C=1)C1C=CC=CC=1, predict the reaction product. The product is: [CH2:30]([C:21]1([CH2:34][CH2:35][CH2:36][CH3:37])[C:22]2[C:27](=[CH:26][CH:25]=[CH:24][CH:23]=2)[C:28]([OH:29])=[C:19]([C:14]2[NH:13][C:12]3[CH:39]=[CH:40][C:9]([OH:8])=[CH:10][C:11]=3[S:16](=[O:18])(=[O:17])[N:15]=2)[C:20]1=[O:38])[CH2:31][CH2:32][CH3:33]. (4) Given the reactants [C:1]([O:5][C:6](=[O:25])[NH:7][CH:8]1[CH2:13][CH2:12][N:11]([S:14]([C:17]2[CH:22]=[CH:21][C:20]([NH:23][CH3:24])=[CH:19][CH:18]=2)(=[O:16])=[O:15])[CH2:10][CH2:9]1)([CH3:4])([CH3:3])[CH3:2].C(N(C(C)C)CC)(C)C.[O:35]1[CH2:40][CH2:39][CH:38]([C:41](Cl)=[O:42])[CH2:37][CH2:36]1, predict the reaction product. The product is: [C:1]([O:5][C:6](=[O:25])[NH:7][CH:8]1[CH2:9][CH2:10][N:11]([S:14]([C:17]2[CH:18]=[CH:19][C:20]([N:23]([CH3:24])[C:41]([CH:38]3[CH2:39][CH2:40][O:35][CH2:36][CH2:37]3)=[O:42])=[CH:21][CH:22]=2)(=[O:16])=[O:15])[CH2:12][CH2:13]1)([CH3:4])([CH3:3])[CH3:2]. (5) Given the reactants [O:1]=[C:2]1[C:7]([CH3:9])([CH3:8])[CH2:6][CH:5]([NH2:10])[CH2:4][C:3]1([CH3:12])[CH3:11].[C:13]12([N:23]=[C:24]=[O:25])[CH2:22][CH:17]3[CH2:18][CH:19]([CH2:21][CH:15]([CH2:16]3)[CH2:14]1)[CH2:20]2.O, predict the reaction product. The product is: [C:13]12([NH:23][C:24]([NH:10][CH:5]3[CH2:6][C:7]([CH3:8])([CH3:9])[C:2](=[O:1])[C:3]([CH3:12])([CH3:11])[CH2:4]3)=[O:25])[CH2:22][CH:17]3[CH2:18][CH:19]([CH2:21][CH:15]([CH2:16]3)[CH2:14]1)[CH2:20]2. (6) Given the reactants [CH2:1]([OH:15])[CH2:2]CCCCCCCCCCCC.C(N=C=O)CCCCC[N:22]=[C:23]=[O:24].C1C=C(CN=C=O)C=C(CN=C=O)C=1.[C:42]([O-:55])(=[O:54])[CH2:43][CH2:44]CCCCCCCCC.C([Sn+2]CCCC)CCC.[C:42]([O-:55])(=[O:54])[CH2:43][CH2:44]CCCCCCCCC.COC1C=CC(O)=CC=1, predict the reaction product. The product is: [C:42]([OH:55])(=[O:54])[CH:43]=[CH2:44].[NH2:22][C:23]([O:15][CH2:1][CH3:2])=[O:24]. (7) Given the reactants [F:1][C:2]1[CH:23]=[CH:22][CH:21]=[C:20]([N+:24]([O-])=O)[C:3]=1/[CH:4]=[CH:5]\[C@H:6]1[CH2:10][O:9][C:8]([CH3:12])([CH3:11])[N:7]1[C:13]([O:15][C:16]([CH3:19])([CH3:18])[CH3:17])=[O:14], predict the reaction product. The product is: [NH2:24][C:20]1[CH:21]=[CH:22][CH:23]=[C:2]([F:1])[C:3]=1[CH2:4][CH2:5][C@H:6]1[CH2:10][O:9][C:8]([CH3:11])([CH3:12])[N:7]1[C:13]([O:15][C:16]([CH3:19])([CH3:17])[CH3:18])=[O:14]. (8) Given the reactants [Cl:1][C:2]1[CH:11]=[C:10]([C:12](O)=[O:13])[CH:9]=[C:8]2[C:3]=1[C:4](=[O:26])[N:5]([C:16]1[N:21]=[C:20]([O:22][CH3:23])[C:19]([O:24][CH3:25])=[CH:18][N:17]=1)[C:6](=[S:15])[NH:7]2.CCN(C(C)C)C(C)C.CN(C(ON1N=NC2C=CC=NC1=2)=[N+](C)C)C.F[P-](F)(F)(F)(F)F.[Cl:60][C:61]1[CH:68]=[CH:67][C:64]([CH2:65][NH2:66])=[CH:63][CH:62]=1, predict the reaction product. The product is: [Cl:1][C:2]1[CH:11]=[C:10]([C:12]([NH:66][CH2:65][C:64]2[CH:67]=[CH:68][C:61]([Cl:60])=[CH:62][CH:63]=2)=[O:13])[CH:9]=[C:8]2[C:3]=1[C:4](=[O:26])[N:5]([C:16]1[N:21]=[C:20]([O:22][CH3:23])[C:19]([O:24][CH3:25])=[CH:18][N:17]=1)[C:6](=[S:15])[NH:7]2. (9) Given the reactants [CH3:1][O-:2].[Na+].[NH2:4][C:5]1[C:14]([N+:15]([O-:17])=[O:16])=[CH:13][CH:12]=[C:11](F)[C:6]=1[C:7]([O:9][CH3:10])=[O:8], predict the reaction product. The product is: [NH2:4][C:5]1[C:14]([N+:15]([O-:17])=[O:16])=[CH:13][CH:12]=[C:11]([O:2][CH3:1])[C:6]=1[C:7]([O:9][CH3:10])=[O:8]. (10) Given the reactants [Si]([O:8][CH2:9][CH2:10][N:11]1[CH2:16][CH2:15][C@H:14]([NH:17][C:18](=[O:24])[O:19][C:20]([CH3:23])([CH3:22])[CH3:21])[C@H:13]([F:25])[CH2:12]1)(C(C)(C)C)(C)C.[F-].C([N+](CCCC)(CCCC)CCCC)CCC, predict the reaction product. The product is: [F:25][C@H:13]1[C@@H:14]([NH:17][C:18](=[O:24])[O:19][C:20]([CH3:22])([CH3:23])[CH3:21])[CH2:15][CH2:16][N:11]([CH2:10][CH2:9][OH:8])[CH2:12]1.